Dataset: Full USPTO retrosynthesis dataset with 1.9M reactions from patents (1976-2016). Task: Predict the reactants needed to synthesize the given product. (1) Given the product [C:16]([C:13]1[CH:14]=[CH:15][C:10]2[N:9]=[C:8]([CH3:21])[N:7]([CH2:6][C:5]3[CH:22]=[CH:23][C:24]([Cl:26])=[CH:25][C:4]=3[Cl:3])[C:11]=2[CH:12]=1)([OH:18])=[O:17], predict the reactants needed to synthesize it. The reactants are: [OH-].[Na+].[Cl:3][C:4]1[CH:25]=[C:24]([Cl:26])[CH:23]=[CH:22][C:5]=1[CH2:6][N:7]1[C:11]2[CH:12]=[C:13]([C:16]([O:18]CC)=[O:17])[CH:14]=[CH:15][C:10]=2[N:9]=[C:8]1[CH3:21].Cl. (2) Given the product [CH3:12][N:7]1[CH2:8][CH2:9][C:10]2[N:29]=[C:15]([N:16]3[CH2:20][CH2:19][C@@H:18]([NH:21][C:22](=[O:28])[O:23][C:24]([CH3:26])([CH3:25])[CH3:27])[CH2:17]3)[N:14]=[CH:4][C:5]=2[CH2:6]1, predict the reactants needed to synthesize it. The reactants are: CN([CH:4]=[C:5]1[C:10](=O)[CH2:9][CH2:8][N:7]([CH3:12])[CH2:6]1)C.Cl.[NH2:14][C:15](=[NH:29])[N:16]1[CH2:20][CH2:19][C@@H:18]([NH:21][C:22](=[O:28])[O:23][C:24]([CH3:27])([CH3:26])[CH3:25])[CH2:17]1.C[O-].[Na+]. (3) Given the product [CH2:1]([C:5]1[N:6]([CH2:19][CH2:20][CH2:21][CH2:22][CH2:23][S:24]([CH3:25])=[O:34])[C:7]2[C:16]3[CH:15]=[CH:14][CH:13]=[CH:12][C:11]=3[N:10]=[C:9]([NH2:17])[C:8]=2[N:18]=1)[CH2:2][CH2:3][CH3:4], predict the reactants needed to synthesize it. The reactants are: [CH2:1]([C:5]1[N:6]([CH2:19][CH2:20][CH2:21][CH2:22][CH2:23][S:24][CH3:25])[C:7]2[C:16]3[CH:15]=[CH:14][CH:13]=[CH:12][C:11]=3[N:10]=[C:9]([NH2:17])[C:8]=2[N:18]=1)[CH2:2][CH2:3][CH3:4].ClC1C=CC=C(C(OO)=[O:34])C=1.ClC1C=C(C=CC=1)C(O)=O.